Dataset: NCI-60 drug combinations with 297,098 pairs across 59 cell lines. Task: Regression. Given two drug SMILES strings and cell line genomic features, predict the synergy score measuring deviation from expected non-interaction effect. (1) Drug 1: C1CC(C1)(C(=O)O)C(=O)O.[NH2-].[NH2-].[Pt+2]. Drug 2: C1CCC(C(C1)N)N.C(=O)(C(=O)[O-])[O-].[Pt+4]. Cell line: SN12C. Synergy scores: CSS=25.0, Synergy_ZIP=-8.67, Synergy_Bliss=-0.164, Synergy_Loewe=-12.3, Synergy_HSA=-1.87. (2) Drug 1: CC1C(C(CC(O1)OC2CC(OC(C2O)C)OC3=CC4=CC5=C(C(=O)C(C(C5)C(C(=O)C(C(C)O)O)OC)OC6CC(C(C(O6)C)O)OC7CC(C(C(O7)C)O)OC8CC(C(C(O8)C)O)(C)O)C(=C4C(=C3C)O)O)O)O. Drug 2: C1CN(P(=O)(OC1)NCCCl)CCCl. Cell line: OVCAR-8. Synergy scores: CSS=7.44, Synergy_ZIP=0.306, Synergy_Bliss=0.539, Synergy_Loewe=-56.7, Synergy_HSA=0.832. (3) Drug 1: C1=CC(=CC=C1CCC2=CNC3=C2C(=O)NC(=N3)N)C(=O)NC(CCC(=O)O)C(=O)O. Drug 2: CC1=CC=C(C=C1)C2=CC(=NN2C3=CC=C(C=C3)S(=O)(=O)N)C(F)(F)F. Cell line: SN12C. Synergy scores: CSS=15.0, Synergy_ZIP=-12.3, Synergy_Bliss=-6.27, Synergy_Loewe=-22.2, Synergy_HSA=-5.69. (4) Cell line: HS 578T. Drug 1: CC12CCC3C(C1CCC2=O)CC(=C)C4=CC(=O)C=CC34C. Drug 2: CN(C)N=NC1=C(NC=N1)C(=O)N. Synergy scores: CSS=49.0, Synergy_ZIP=2.64, Synergy_Bliss=0.785, Synergy_Loewe=-16.8, Synergy_HSA=0.321. (5) Drug 1: C1CCN(CC1)CCOC2=CC=C(C=C2)C(=O)C3=C(SC4=C3C=CC(=C4)O)C5=CC=C(C=C5)O. Drug 2: C1=CC=C(C=C1)NC(=O)CCCCCCC(=O)NO. Cell line: HCT116. Synergy scores: CSS=26.9, Synergy_ZIP=-3.86, Synergy_Bliss=0.992, Synergy_Loewe=-14.5, Synergy_HSA=-2.03. (6) Drug 1: CC1OCC2C(O1)C(C(C(O2)OC3C4COC(=O)C4C(C5=CC6=C(C=C35)OCO6)C7=CC(=C(C(=C7)OC)O)OC)O)O. Drug 2: C1CN(P(=O)(OC1)NCCCl)CCCl. Cell line: OVCAR-5. Synergy scores: CSS=5.88, Synergy_ZIP=-3.24, Synergy_Bliss=-0.141, Synergy_Loewe=-15.5, Synergy_HSA=-1.48.